Dataset: Full USPTO retrosynthesis dataset with 1.9M reactions from patents (1976-2016). Task: Predict the reactants needed to synthesize the given product. (1) Given the product [CH3:30][Si:28]([CH3:29])([CH3:31])[CH2:27][CH2:26][O:25][CH2:24][N:7]([CH2:6][O:5][CH2:4][CH2:3][Si:2]([CH3:1])([CH3:33])[CH3:32])[C:8]1[N:13]2[N:14]=[CH:15][CH:16]=[C:12]2[N:11]=[C:10]([CH:17]2[CH2:22][CH2:21][CH2:20][C:19](=[O:50])[CH2:18]2)[CH:9]=1, predict the reactants needed to synthesize it. The reactants are: [CH3:1][Si:2]([CH3:33])([CH3:32])[CH2:3][CH2:4][O:5][CH2:6][N:7]([CH2:24][O:25][CH2:26][CH2:27][Si:28]([CH3:31])([CH3:30])[CH3:29])[C:8]1[N:13]2[N:14]=[CH:15][CH:16]=[C:12]2[N:11]=[C:10]([CH:17]2[CH2:22][CH2:21][C:20](=O)[CH2:19][CH2:18]2)[CH:9]=1.NC1N2N=CC=C2N=C(C2CCCC(=[O:50])C2)C=1.NC1N2N=CC=C2N=C(C2CCC(=O)CC2)C=1. (2) Given the product [Cl:17][CH:2]([C:4]1[CH:9]=[CH:8][C:7]([CH2:10][NH:11][C:12](=[O:14])[CH3:13])=[CH:6][CH:5]=1)[CH3:3], predict the reactants needed to synthesize it. The reactants are: O[CH:2]([C:4]1[CH:9]=[CH:8][C:7]([CH2:10][NH:11][C:12](=[O:14])[CH3:13])=[CH:6][CH:5]=1)[CH3:3].S(Cl)([Cl:17])=O. (3) Given the product [Cl:1][C:2]1[CH:3]=[C:4]2[C:13](=[CH:14][CH:15]=1)[C:12]([NH:34][CH:31]1[CH2:32][CH2:33][N:28]([CH2:26][CH3:27])[CH2:29][CH2:30]1)=[C:11]1[C:6]([CH:7]=[CH:8][C:9]([O:17][CH3:18])=[CH:10]1)=[N:5]2, predict the reactants needed to synthesize it. The reactants are: [Cl:1][C:2]1[CH:3]=[C:4]2[C:13](=[CH:14][CH:15]=1)[C:12](Cl)=[C:11]1[C:6]([CH:7]=[CH:8][C:9]([O:17][CH3:18])=[CH:10]1)=[N:5]2.C1(O)C=CC=CC=1.[CH2:26]([N:28]1[CH2:33][CH2:32][CH:31]([NH2:34])[CH2:30][CH2:29]1)[CH3:27]. (4) The reactants are: C([Mg]Cl)(C)C.I[C:7]1[C:11]2[CH:12]=[N:13][CH:14]=[CH:15][C:10]=2[N:9]([CH:16]2[CH2:19][O:18][CH2:17]2)[CH:8]=1.C1(C(=[N:33][C:34]2[CH:35]=[C:36]([CH:43]=[CH:44][N:45]=2)[C:37](N(OC)C)=[O:38])C2C=CC=CC=2)C=CC=CC=1. Given the product [NH2:33][C:34]1[CH:35]=[C:36]([C:37]([C:7]2[C:11]3[CH:12]=[N:13][CH:14]=[CH:15][C:10]=3[N:9]([CH:16]3[CH2:19][O:18][CH2:17]3)[CH:8]=2)=[O:38])[CH:43]=[CH:44][N:45]=1, predict the reactants needed to synthesize it.